From a dataset of NCI-60 drug combinations with 297,098 pairs across 59 cell lines. Regression. Given two drug SMILES strings and cell line genomic features, predict the synergy score measuring deviation from expected non-interaction effect. (1) Drug 2: CC=C1C(=O)NC(C(=O)OC2CC(=O)NC(C(=O)NC(CSSCCC=C2)C(=O)N1)C(C)C)C(C)C. Synergy scores: CSS=22.2, Synergy_ZIP=0.342, Synergy_Bliss=-0.615, Synergy_Loewe=-0.228, Synergy_HSA=-0.395. Cell line: HCT-15. Drug 1: CC12CCC3C(C1CCC2=O)CC(=C)C4=CC(=O)C=CC34C. (2) Drug 1: C1=C(C(=O)NC(=O)N1)N(CCCl)CCCl. Drug 2: CC1C(C(CC(O1)OC2CC(CC3=C2C(=C4C(=C3O)C(=O)C5=C(C4=O)C(=CC=C5)OC)O)(C(=O)CO)O)N)O.Cl. Cell line: BT-549. Synergy scores: CSS=56.3, Synergy_ZIP=-9.62, Synergy_Bliss=-4.43, Synergy_Loewe=-0.976, Synergy_HSA=0.462. (3) Drug 1: CC1CCC2CC(C(=CC=CC=CC(CC(C(=O)C(C(C(=CC(C(=O)CC(OC(=O)C3CCCCN3C(=O)C(=O)C1(O2)O)C(C)CC4CCC(C(C4)OC)OCCO)C)C)O)OC)C)C)C)OC. Synergy scores: CSS=24.9, Synergy_ZIP=0.349, Synergy_Bliss=2.48, Synergy_Loewe=3.03, Synergy_HSA=4.67. Drug 2: CC1=C(C(=O)C2=C(C1=O)N3CC4C(C3(C2COC(=O)N)OC)N4)N. Cell line: SK-MEL-28. (4) Drug 1: CN(C)C1=NC(=NC(=N1)N(C)C)N(C)C. Drug 2: CCCCC(=O)OCC(=O)C1(CC(C2=C(C1)C(=C3C(=C2O)C(=O)C4=C(C3=O)C=CC=C4OC)O)OC5CC(C(C(O5)C)O)NC(=O)C(F)(F)F)O. Cell line: DU-145. Synergy scores: CSS=-1.58, Synergy_ZIP=1.06, Synergy_Bliss=0.564, Synergy_Loewe=-3.28, Synergy_HSA=-3.28. (5) Drug 1: C1=CN(C=N1)CC(O)(P(=O)(O)O)P(=O)(O)O. Drug 2: CN(CCCl)CCCl.Cl. Cell line: CAKI-1. Synergy scores: CSS=18.2, Synergy_ZIP=5.52, Synergy_Bliss=20.9, Synergy_Loewe=-5.34, Synergy_HSA=-1.89.